Dataset: Full USPTO retrosynthesis dataset with 1.9M reactions from patents (1976-2016). Task: Predict the reactants needed to synthesize the given product. (1) Given the product [Br:8][C:5]1[CH:4]=[N:3][C:2]([N:1]2[CH:11]=[CH:15][CH:14]=[CH:13]2)=[N:7][CH:6]=1, predict the reactants needed to synthesize it. The reactants are: [NH2:1][C:2]1[N:7]=[CH:6][C:5]([Br:8])=[CH:4][N:3]=1.CO[CH:11]1[CH2:15][CH2:14][CH:13](OC)O1. (2) Given the product [Br:1][C:2]1[CH:8]=[CH:7][C:5]([NH:6][CH:17]([C:16]2[CH:19]=[CH:20][C:13]([C:9]([CH3:12])([CH3:11])[CH3:10])=[CH:14][CH:15]=2)[C:25]#[N:26])=[CH:4][CH:3]=1, predict the reactants needed to synthesize it. The reactants are: [Br:1][C:2]1[CH:8]=[CH:7][C:5]([NH2:6])=[CH:4][CH:3]=1.[C:9]([C:13]1[CH:20]=[CH:19][C:16]([CH:17]=O)=[CH:15][CH:14]=1)([CH3:12])([CH3:11])[CH3:10].C(O)(=O)C.[C-:25]#[N:26].[K+].